From a dataset of Full USPTO retrosynthesis dataset with 1.9M reactions from patents (1976-2016). Predict the reactants needed to synthesize the given product. (1) Given the product [CH3:16][N:15]([CH3:17])[C:12]1[CH:13]=[CH:14][C:9]([C:8]([NH:7][C:6]2[CH:19]=[CH:20][C:21]3[NH:22][C:40]([C:39]4[CH:38]=[CH:37][C:36]([C:34](=[O:35])[NH:33][C:30]5[CH:31]=[CH:32][C:27]([N:26]([CH3:44])[CH3:25])=[CH:28][CH:29]=5)=[CH:43][CH:42]=4)=[N:1][C:4]=3[CH:5]=2)=[O:18])=[CH:10][CH:11]=1, predict the reactants needed to synthesize it. The reactants are: [N+:1]([C:4]1[CH:5]=[C:6]([CH:19]=[CH:20][C:21]=1[N+:22]([O-])=O)[NH:7][C:8](=[O:18])[C:9]1[CH:14]=[CH:13][C:12]([N:15]([CH3:17])[CH3:16])=[CH:11][CH:10]=1)([O-])=O.[CH3:25][N:26]([CH3:44])[C:27]1[CH:32]=[CH:31][C:30]([NH:33][C:34]([C:36]2[CH:43]=[CH:42][C:39]([CH:40]=O)=[CH:38][CH:37]=2)=[O:35])=[CH:29][CH:28]=1. (2) Given the product [C:27]1([S:33]([N:36]2[C:44]3[C:39](=[CH:40][CH:41]=[C:42]([C:45]([F:47])([F:48])[F:46])[CH:43]=3)[C:38]([C:49]3[CH:50]=[N:51][NH:52][CH:53]=3)=[CH:37]2)(=[O:35])=[O:34])[CH:28]=[CH:29][CH:30]=[CH:31][CH:32]=1, predict the reactants needed to synthesize it. The reactants are: Cl.FC1C=C2C(=CC=1F)N(S(C1C=CC=CC=1)(=O)=O)C=C2C1C=NNC=1.[C:27]1([S:33]([N:36]2[C:44]3[C:39](=[CH:40][CH:41]=[C:42]([C:45]([F:48])([F:47])[F:46])[CH:43]=3)[C:38]([C:49]3[CH:50]=[N:51][N:52](C(OC(C)(C)C)=O)[CH:53]=3)=[CH:37]2)(=[O:35])=[O:34])[CH:32]=[CH:31][CH:30]=[CH:29][CH:28]=1. (3) Given the product [NH2:7][C@H:8]([CH3:17])[C:9]([N:11]1[CH2:14][C:13]([F:16])([F:15])[CH2:12]1)=[O:10], predict the reactants needed to synthesize it. The reactants are: C(OC(=O)[NH:7][C@H:8]([CH3:17])[C:9]([N:11]1[CH2:14][C:13]([F:16])([F:15])[CH2:12]1)=[O:10])(C)(C)C.FC(F)(F)CO. (4) Given the product [CH:4]1[C:3]2[C:2]3[C:1]([C:11]4[C:12]=2[C:7]([CH:8]=[CH:9][CH:10]=4)=[CH:6][CH:5]=1)=[N:15][C:16]1[C:24](=[CH:23][CH:22]=[C:18]([C:19]([OH:21])=[O:20])[CH:17]=1)[N:25]=3, predict the reactants needed to synthesize it. The reactants are: [C:1]1(=O)[C:11]2=[C:12]3[C:7](=[CH:8][CH:9]=[CH:10]2)[CH:6]=[CH:5][CH:4]=[C:3]3[C:2]1=O.[NH2:15][C:16]1[CH:17]=[C:18]([CH:22]=[CH:23][C:24]=1[NH2:25])[C:19]([OH:21])=[O:20]. (5) Given the product [CH:1]1([O:6][C:7]2[CH:8]=[C:9]([C:15]([C:17]3[CH:22]=[CH:21][CH:20]=[CH:19][CH:18]=3)=[CH:31][C:32]#[N:33])[CH:10]=[CH:11][C:12]=2[O:13][CH3:14])[CH2:5][CH2:4][CH2:3][CH2:2]1, predict the reactants needed to synthesize it. The reactants are: [CH:1]1([O:6][C:7]2[CH:8]=[C:9]([C:15]([C:17]3[CH:22]=[CH:21][CH:20]=[CH:19][CH:18]=3)=O)[CH:10]=[CH:11][C:12]=2[O:13][CH3:14])[CH2:5][CH2:4][CH2:3][CH2:2]1.C(OP([CH2:31][C:32]#[N:33])(=O)OCC)C.C[Si]([N-][Si](C)(C)C)(C)C.[Li+].COC1C=C(C(C2C=CC=C(OC)C=2)=CC#N)C=C(OC)C=1. (6) Given the product [N:16]1[CH:17]=[CH:18][CH:19]=[C:14]([N:2]2[CH:3]=[C:4]3[C:5](=[O:10])[NH:6][CH2:7][CH2:8][C:9]3=[N:1]2)[CH:15]=1, predict the reactants needed to synthesize it. The reactants are: [N:1]1[NH:2][CH:3]=[C:4]2[C:9]=1[CH2:8][CH2:7][NH:6][C:5]2=[O:10].[H-].[Na+].F[C:14]1[CH:15]=[N:16][CH:17]=[CH:18][CH:19]=1. (7) Given the product [CH3:1][O:2][C:3](=[O:26])[CH2:4][C@H:5]1[C:9]2[CH:10]=[CH:11][C:12]([O:14][C@H:15]3[C:23]4[C:18](=[C:19]([O:25][C:34]5[CH:35]=[CH:36][C:31]([NH:30][C:27](=[O:29])[CH3:28])=[CH:32][CH:33]=5)[CH:20]=[CH:21][C:22]=4[F:24])[CH2:17][CH2:16]3)=[CH:13][C:8]=2[O:7][CH2:6]1, predict the reactants needed to synthesize it. The reactants are: [CH3:1][O:2][C:3](=[O:26])[CH2:4][C@H:5]1[C:9]2[CH:10]=[CH:11][C:12]([O:14][C@H:15]3[C:23]4[C:18](=[C:19]([OH:25])[CH:20]=[CH:21][C:22]=4[F:24])[CH2:17][CH2:16]3)=[CH:13][C:8]=2[O:7][CH2:6]1.[C:27]([NH:30][C:31]1[CH:36]=[CH:35][C:34](B(O)O)=[CH:33][CH:32]=1)(=[O:29])[CH3:28].